This data is from Reaction yield outcomes from USPTO patents with 853,638 reactions. The task is: Predict the reaction yield, written as a fraction of the theoretical maximum amount of product (1.0 means a 100% yield; for example, 0.34 means a 34% yield). (1) The yield is 0.440. The reactants are O.ON1C2C=CC=CC=2N=N1.Cl.CN(C)CCCN=C=NCC.C(=O)([O-])O.[Na+].[CH:29]1([C:32]([C:34]2[CH:61]=[CH:60][C:37]([O:38][CH:39]([C:41]3[N:45]=[C:44]([C:46]4[CH:58]=[CH:57][C:49]([C:50]([O:52]C(C)(C)C)=[O:51])=[C:48]([F:59])[CH:47]=4)[O:43][N:42]=3)[CH3:40])=[CH:36][CH:35]=2)=[O:33])[CH2:31][CH2:30]1.FC(F)(F)C(O)=O. The catalyst is C(Cl)Cl.O.CN(C)C=O. The product is [CH:29]1([C:32]([C:34]2[CH:61]=[CH:60][C:37]([O:38][CH:39]([C:41]3[N:45]=[C:44]([C:46]4[CH:58]=[CH:57][C:49]([C:50]([OH:52])=[O:51])=[C:48]([F:59])[CH:47]=4)[O:43][N:42]=3)[CH3:40])=[CH:36][CH:35]=2)=[O:33])[CH2:31][CH2:30]1. (2) The product is [Cl:13][C:14]1[CH:15]=[C:16]([CH:18]=[CH:19][C:20]=1[O:21][CH2:22][C:23]1[CH:28]=[CH:27][CH:26]=[CH:25][N:24]=1)[NH:17][C:2]1[C:11]2[C:6](=[CH:7][CH:8]=[CH:9][C:10]=2[F:12])[N:5]=[CH:4][N:3]=1. The reactants are Cl[C:2]1[C:11]2[C:6](=[CH:7][CH:8]=[CH:9][C:10]=2[F:12])[N:5]=[CH:4][N:3]=1.[Cl:13][C:14]1[CH:15]=[C:16]([CH:18]=[CH:19][C:20]=1[O:21][CH2:22][C:23]1[CH:28]=[CH:27][CH:26]=[CH:25][N:24]=1)[NH2:17]. The catalyst is CC(O)C. The yield is 0.480. (3) The reactants are [ClH:1].[N:2]([C:5]1[CH:16]=[CH:15][C:8]([CH2:9][C@@H:10]([C:12]([OH:14])=[O:13])[NH2:11])=[CH:7][CH:6]=1)=[N+:3]=[N-:4].[C:17]([O:21][CH3:22])(=[O:20])[C:18]#[CH:19].[CH3:23]N(C=O)C. No catalyst specified. The product is [Cl-:1].[CH3:23][O:13][C:12]([C@@H:10]([NH3+:11])[CH2:9][C:8]1[CH:7]=[CH:6][C:5]([N:2]2[CH:19]=[C:18]([C:17]([O:21][CH3:22])=[O:20])[N:4]=[N:3]2)=[CH:16][CH:15]=1)=[O:14]. The yield is 0.530. (4) The reactants are Cl[C:2]1[CH:3]=[CH:4][C:5]2[N:6]([C:8]([CH:11]([C:13]3[CH:14]=[C:15]4[C:19](=[CH:20][C:21]=3[F:22])[N:18]([CH3:23])[N:17]=[CH:16]4)[CH3:12])=[CH:9][N:10]=2)[N:7]=1.C([Sn](CCCC)(CCCC)[C:29]([O:31][CH2:32][CH3:33])=[CH2:30])CCC. The catalyst is CN(C=O)C.C1C=CC([P]([Pd]([P](C2C=CC=CC=2)(C2C=CC=CC=2)C2C=CC=CC=2)([P](C2C=CC=CC=2)(C2C=CC=CC=2)C2C=CC=CC=2)[P](C2C=CC=CC=2)(C2C=CC=CC=2)C2C=CC=CC=2)(C2C=CC=CC=2)C2C=CC=CC=2)=CC=1. The product is [CH2:32]([O:31][C:29]([C:2]1[CH:3]=[CH:4][C:5]2[N:6]([C:8]([CH:11]([C:13]3[CH:14]=[C:15]4[C:19](=[CH:20][C:21]=3[F:22])[N:18]([CH3:23])[N:17]=[CH:16]4)[CH3:12])=[CH:9][N:10]=2)[N:7]=1)=[CH2:30])[CH3:33]. The yield is 0.520.